This data is from Full USPTO retrosynthesis dataset with 1.9M reactions from patents (1976-2016). The task is: Predict the reactants needed to synthesize the given product. (1) Given the product [CH3:12][C:11]1[C:2]([B:13]2[O:17][C:16]([CH3:19])([CH3:18])[C:15]([CH3:21])([CH3:20])[O:14]2)=[CH:3][C:4]2[NH:9][CH2:8][CH2:7][O:6][C:5]=2[CH:10]=1, predict the reactants needed to synthesize it. The reactants are: Br[C:2]1[C:11]([CH3:12])=[CH:10][C:5]2[O:6][CH2:7][CH2:8][NH:9][C:4]=2[CH:3]=1.[B:13]1([B:13]2[O:17][C:16]([CH3:19])([CH3:18])[C:15]([CH3:21])([CH3:20])[O:14]2)[O:17][C:16]([CH3:19])([CH3:18])[C:15]([CH3:21])([CH3:20])[O:14]1.C([O-])(=O)C.[K+]. (2) Given the product [CH2:10]([O:17][C:18]1[CH:23]=[CH:22][C:21]([N+:24]([O-:26])=[O:25])=[C:20]([CH:19]=1)[NH:1][C:2]1[CH:7]=[CH:6][CH:5]=[CH:4][CH:3]=1)[C:11]1[CH:16]=[CH:15][CH:14]=[CH:13][CH:12]=1, predict the reactants needed to synthesize it. The reactants are: [NH2:1][C:2]1[CH:7]=[CH:6][CH:5]=[CH:4][CH:3]=1.[H-].[Na+].[CH2:10]([O:17][C:18]1[CH:23]=[CH:22][C:21]([N+:24]([O-:26])=[O:25])=[C:20](F)[CH:19]=1)[C:11]1[CH:16]=[CH:15][CH:14]=[CH:13][CH:12]=1. (3) Given the product [Cl:10][CH2:8][C:4]1[CH:3]=[C:2]([NH:1][S:21]([CH3:20])(=[O:23])=[O:22])[CH:7]=[CH:6][CH:5]=1, predict the reactants needed to synthesize it. The reactants are: [NH2:1][C:2]1[CH:3]=[C:4]([CH2:8]O)[CH:5]=[CH:6][CH:7]=1.[Cl-:10].[Li+].N1C(C)=CC=CC=1C.[CH3:20][S:21](Cl)(=[O:23])=[O:22]. (4) Given the product [CH2:1]([O:3][C:4]([C:6]1[N:7]([CH2:19][C:20]2[C:29]3[C:24](=[CH:25][CH:26]=[CH:27][CH:28]=3)[CH:23]=[CH:22][CH:21]=2)[C:8]2[C:13]([C:14]=1[CH2:15][N:16]([CH:30]=[O:31])[CH3:17])=[CH:12][C:11]([F:18])=[CH:10][CH:9]=2)=[O:5])[CH3:2], predict the reactants needed to synthesize it. The reactants are: [CH2:1]([O:3][C:4]([C:6]1[N:7]([CH2:19][C:20]2[C:29]3[C:24](=[CH:25][CH:26]=[CH:27][CH:28]=3)[CH:23]=[CH:22][CH:21]=2)[C:8]2[C:13]([C:14]=1[CH2:15][NH:16][CH3:17])=[CH:12][C:11]([F:18])=[CH:10][CH:9]=2)=[O:5])[CH3:2].[CH:30](OC1C=CC([N+]([O-])=O)=CC=1)=[O:31]. (5) Given the product [C:8]([NH:16][C:17]1[CH:29]=[C:28]([N:30]2[C:38]3[C:33](=[CH:34][CH:35]=[CH:36][CH:37]=3)[CH2:32][CH2:31]2)[CH:27]=[CH:26][C:18]=1[C:19]([OH:21])=[O:20])(=[O:15])[C:9]1[CH:14]=[CH:13][CH:12]=[CH:11][CH:10]=1, predict the reactants needed to synthesize it. The reactants are: FC(F)(F)C(O)=O.[C:8]([NH:16][C:17]1[CH:29]=[C:28]([N:30]2[C:38]3[C:33](=[CH:34][CH:35]=[CH:36][CH:37]=3)[CH2:32][CH2:31]2)[CH:27]=[CH:26][C:18]=1[C:19]([O:21]C(C)(C)C)=[O:20])(=[O:15])[C:9]1[CH:14]=[CH:13][CH:12]=[CH:11][CH:10]=1. (6) Given the product [CH3:32][C:15]([CH2:16][CH2:17][CH:18]=[C:19]([CH3:31])[CH2:20][CH2:21][CH:22]=[C:23]([CH3:30])[CH2:24][CH2:25][CH:26]=[C:27]([CH3:28])[CH3:29])=[CH:14][CH2:13][CH2:12][CH2:11][O:10][CH2:38][CH:36]([CH2:35][OH:34])[OH:37], predict the reactants needed to synthesize it. The reactants are: C1(C)C=CC(S([O:10][CH2:11][CH2:12][CH2:13][CH:14]=[C:15]([CH3:32])[CH2:16][CH2:17][CH:18]=[C:19]([CH3:31])[CH2:20][CH2:21][CH:22]=[C:23]([CH3:30])[CH2:24][CH2:25][CH:26]=[C:27]([CH3:29])[CH3:28])(=O)=O)=CC=1.[OH:34][CH2:35][CH:36]([CH2:38]O)[OH:37].